From a dataset of Full USPTO retrosynthesis dataset with 1.9M reactions from patents (1976-2016). Predict the reactants needed to synthesize the given product. (1) Given the product [CH3:28][O:29][C:30](=[O:33])[CH2:31][O:21][C:17]1[CH:16]=[CH:15][C:14]([F:22])=[C:13]2[C:18]=1[C:19]([CH3:20])=[C:10]([CH2:9][C:8]1[CH:7]=[CH:6][C:5]([C:3](=[O:4])[C:2]([CH3:27])([CH3:26])[CH3:1])=[CH:25][CH:24]=1)[C:11](=[O:23])[NH:12]2, predict the reactants needed to synthesize it. The reactants are: [CH3:1][C:2]([CH3:27])([CH3:26])[C:3]([C:5]1[CH:25]=[CH:24][C:8]([CH2:9][C:10]2[C:11](=[O:23])[NH:12][C:13]3[C:18]([C:19]=2[CH3:20])=[C:17]([OH:21])[CH:16]=[CH:15][C:14]=3[F:22])=[CH:7][CH:6]=1)=[O:4].[CH3:28][O:29][C:30](=[O:33])[CH2:31]Br. (2) Given the product [Cl:19][C:7]1[C:6]2[C:11](=[CH:12][CH:13]=[C:4]([O:3][CH2:1][CH3:2])[N:5]=2)[N:10]=[CH:9][C:8]=1[C:14]#[N:15], predict the reactants needed to synthesize it. The reactants are: [CH2:1]([O:3][C:4]1[N:5]=[C:6]2[C:11](=[CH:12][CH:13]=1)[N:10]=[CH:9][C:8]([C:14]#[N:15])=[C:7]2O)[CH3:2].O=P(Cl)(Cl)[Cl:19]. (3) Given the product [C:1]([C:3]1[CH:11]=[CH:10][CH:9]=[C:8]2[C:4]=1[C:5]([CH2:12][CH:19]([N+:16]([O-:18])=[O:17])[C:20]([O:22][CH2:23][CH3:24])=[O:21])=[CH:6][NH:7]2)#[N:2], predict the reactants needed to synthesize it. The reactants are: [C:1]([C:3]1[CH:11]=[CH:10][CH:9]=[C:8]2[C:4]=1[C:5]([CH2:12]N(C)C)=[CH:6][NH:7]2)#[N:2].[N+:16]([CH2:19][C:20]([O:22][CH2:23][CH3:24])=[O:21])([O-:18])=[O:17]. (4) The reactants are: [Cl:1][C:2]1[CH:21]=[CH:20][C:19]([NH:22][CH2:23][CH2:24]Cl)=[CH:18][C:3]=1[C:4]([NH:6][CH2:7][C:8]12[CH2:17][CH:12]3[CH2:13][CH:14]([CH2:16][CH:10]([CH2:11]3)[CH2:9]1)[CH2:15]2)=[O:5].C(=O)([O-])[O-].[Cs+].[Cs+].C(#N)C. Given the product [N:22]1([C:19]2[CH:20]=[CH:21][C:2]([Cl:1])=[C:3]([CH:18]=2)[C:4]([NH:6][CH2:7][C:8]23[CH2:17][CH:12]4[CH2:13][CH:14]([CH2:16][CH:10]([CH2:11]4)[CH2:9]2)[CH2:15]3)=[O:5])[CH2:23][CH2:24]1, predict the reactants needed to synthesize it. (5) The reactants are: [CH:1]([C:3]1[CH:8]=[CH:7][N:6]=[C:5]([C:9]#[N:10])[C:4]=1[O:11]COC)=[O:2].Cl.C([O-])([O-])=O.[K+].[K+]. Given the product [CH:1]([C:3]1[CH:8]=[CH:7][N:6]=[C:5]([C:9]#[N:10])[C:4]=1[OH:11])=[O:2], predict the reactants needed to synthesize it. (6) Given the product [Cl:1][C:2]1[C:3]([O:12][C:13]2[CH:18]=[C:17]([O:19][CH:20]([CH3:22])[CH3:21])[CH:16]=[CH:15][C:14]=2/[CH:23]=[C:24](\[CH3:28])/[C:25]([NH:50][S:47]([NH:46][CH2:41][CH2:42][CH2:43][CH2:44][CH3:45])(=[O:49])=[O:48])=[O:27])=[N:4][CH:5]=[C:6]([C:8]([F:9])([F:11])[F:10])[CH:7]=1, predict the reactants needed to synthesize it. The reactants are: [Cl:1][C:2]1[C:3]([O:12][C:13]2[CH:18]=[C:17]([O:19][CH:20]([CH3:22])[CH3:21])[CH:16]=[CH:15][C:14]=2/[CH:23]=[C:24](\[CH3:28])/[C:25]([OH:27])=O)=[N:4][CH:5]=[C:6]([C:8]([F:11])([F:10])[F:9])[CH:7]=1.Cl.C(N=C=NCCCN(C)C)C.[CH2:41]([NH:46][S:47]([NH2:50])(=[O:49])=[O:48])[CH2:42][CH2:43][CH2:44][CH3:45].Cl. (7) Given the product [Cl:1][C:2]1[CH:3]=[C:4]([C:11]2[CH:15]=[CH:14][N:13]([CH2:16][C@@H:17]([NH:19][C:20]([C:22]3[N:23]=[C:24]([C:35]([N:39]([CH3:40])[CH3:38])=[O:37])[N:25]([CH2:27][O:28][CH2:29][CH2:30][Si:31]([CH3:34])([CH3:32])[CH3:33])[CH:26]=3)=[O:21])[CH3:18])[N:12]=2)[CH:5]=[C:6]([F:10])[C:7]=1[C:8]#[N:9], predict the reactants needed to synthesize it. The reactants are: [Cl:1][C:2]1[CH:3]=[C:4]([C:11]2[CH:15]=[CH:14][N:13]([CH2:16][C@@H:17]([NH:19][C:20]([C:22]3[N:23]=[C:24]([C:35]([OH:37])=O)[N:25]([CH2:27][O:28][CH2:29][CH2:30][Si:31]([CH3:34])([CH3:33])[CH3:32])[CH:26]=3)=[O:21])[CH3:18])[N:12]=2)[CH:5]=[C:6]([F:10])[C:7]=1[C:8]#[N:9].[CH3:38][NH:39][CH3:40].